From a dataset of Full USPTO retrosynthesis dataset with 1.9M reactions from patents (1976-2016). Predict the reactants needed to synthesize the given product. (1) Given the product [CH3:25][O:24][C:13]1[CH:14]=[C:15]2[C:10](=[CH:11][CH:12]=1)[C:9]1[C:22](=[CH:23][C:6]3[C:7](=[C:26]4[C:4]([CH:5]=3)=[CH:3][C:2]([N:47]([C:48]3[CH:49]=[C:50]([CH3:54])[CH:51]=[CH:52][CH:53]=3)[C:43]3[CH:42]=[C:41]([CH3:55])[CH:46]=[CH:45][CH:44]=3)=[CH:28][C:27]34[C:29]4[CH:30]=[CH:31][CH:32]=[CH:33][C:34]=4[C:35]4[C:40]3=[CH:39][CH:38]=[CH:37][CH:36]=4)[CH:8]=1)[C:21]1[C:16]2=[CH:17][CH:18]=[CH:19][CH:20]=1, predict the reactants needed to synthesize it. The reactants are: Br[C:2]1[CH:3]=[C:4]2[C:26]([C:27]3([C:40]4[CH:39]=[CH:38][CH:37]=[CH:36][C:35]=4[C:34]4[C:29]3=[CH:30][CH:31]=[CH:32][CH:33]=4)[CH:28]=1)=[C:7]1[CH:8]=[C:9]3[C:22](=[CH:23][C:6]1=[CH:5]2)[C:21]1[C:16](=[CH:17][CH:18]=[CH:19][CH:20]=1)[C:15]1[C:10]3=[CH:11][CH:12]=[C:13]([O:24][CH3:25])[CH:14]=1.[C:41]1([CH3:55])[CH:46]=[CH:45][CH:44]=[C:43]([NH:47][C:48]2[CH:49]=[C:50]([CH3:54])[CH:51]=[CH:52][CH:53]=2)[CH:42]=1.CC(C)([O-])C.[Na+]. (2) Given the product [NH:8]1[CH2:12][CH2:11][CH2:10][C@H:9]1[C:13]1[NH:14][C:15]([C:18]2[CH:23]=[CH:22][C:21]([C:24]3[CH:25]=[C:26]4[C:30](=[CH:31][CH:32]=3)[NH:29][N:28]=[C:27]4[NH:33][C:34]([C@@H:36]3[CH2:40][CH2:39][CH2:38][NH:37]3)=[O:35])=[CH:20][CH:19]=2)=[CH:16][N:17]=1, predict the reactants needed to synthesize it. The reactants are: C(OC([N:8]1[CH2:12][CH2:11][CH2:10][C@H:9]1[C:13]1[NH:14][C:15]([C:18]2[CH:23]=[CH:22][C:21]([C:24]3[CH:25]=[C:26]4[C:30](=[CH:31][CH:32]=3)[NH:29][N:28]=[C:27]4[NH:33][C:34]([C@@H:36]3[CH2:40][CH2:39][CH2:38][N:37]3C(OC(C)(C)C)=O)=[O:35])=[CH:20][CH:19]=2)=[CH:16][N:17]=1)=O)(C)(C)C.C(O)(C(F)(F)F)=O. (3) Given the product [CH3:8][O:7][C:5](=[O:6])[CH:4]([CH2:9][C:10]1[CH:11]=[CH:12][C:13]([O:16][CH2:17][CH2:18][OH:19])=[CH:14][CH:15]=1)[C:3]([O:2][CH3:1])=[O:27], predict the reactants needed to synthesize it. The reactants are: [CH3:1][O:2][C:3](=[O:27])[CH:4]([CH2:9][C:10]1[CH:15]=[CH:14][C:13]([O:16][CH2:17][CH2:18][O:19]CC2C=CC=CC=2)=[CH:12][CH:11]=1)[C:5]([O:7][CH3:8])=[O:6]. (4) Given the product [Cl:1][C:2]1[C:3]([CH:4]2[O:13][CH2:12][CH2:11][O:5]2)=[CH:6][CH:7]=[C:8]([Cl:10])[N:9]=1, predict the reactants needed to synthesize it. The reactants are: [Cl:1][C:2]1[N:9]=[C:8]([Cl:10])[CH:7]=[CH:6][C:3]=1[CH:4]=[O:5].[CH2:11](O)[CH2:12][OH:13].CC1C=CC(S(O)(=O)=O)=CC=1. (5) Given the product [CH3:1][C:2]([CH3:16])([CH2:13][CH:14]=[CH2:15])[CH2:3][S:4]([O-:6])=[O:5].[Na+:19], predict the reactants needed to synthesize it. The reactants are: [CH3:1][C:2]([CH3:16])([CH2:13][CH:14]=[CH2:15])[CH2:3][S:4](C1N=CC=CN=1)(=[O:6])=[O:5].C[O-].[Na+:19]. (6) The reactants are: [N:1]1[CH:6]=[CH:5][CH:4]=[C:3]([CH2:7][O:8][N:9]2[CH:13]=[CH:12][N+:11]([O-])=[CH:10]2)[CH:2]=1. Given the product [N:1]1[CH:6]=[CH:5][CH:4]=[C:3]([CH2:7][O:8][N:9]2[CH:13]=[CH:12][N:11]=[CH:10]2)[CH:2]=1, predict the reactants needed to synthesize it. (7) Given the product [C:52]([C:51]1[CH:55]=[CH:56][C:57]2[NH:58][C:1]([C:3]3[CH:4]=[C:5]([CH:37]([CH2:42][C:43]([OH:45])=[O:44])[C:38]([OH:40])=[O:39])[CH:6]=[C:7]([C:16]4[CH:21]=[C:20]([CH2:22][N:23]5[CH2:24][CH2:25][N:26]([CH3:29])[CH2:27][CH2:28]5)[CH:19]=[CH:18][C:17]=4[OH:30])[C:8]=3[OH:9])=[N:48][C:49]=2[CH:50]=1)(=[NH:54])[NH2:53], predict the reactants needed to synthesize it. The reactants are: [CH:1]([C:3]1[CH:4]=[C:5]([CH:37]([CH2:42][C:43]([O:45]C)=[O:44])[C:38]([O:40]C)=[O:39])[CH:6]=[C:7]([C:16]2[CH:21]=[C:20]([CH2:22][N:23]3[CH2:28][CH2:27][N:26]([CH3:29])[CH2:25][CH2:24]3)[CH:19]=[CH:18][C:17]=2[O:30]COCCOC)[C:8]=1[O:9]COCCOC)=O.Cl.[NH2:48][C:49]1[CH:50]=[C:51]([CH:55]=[CH:56][C:57]=1[NH2:58])[C:52]([NH2:54])=[NH:53].C1(=O)C=CC(=O)C=C1. (8) The reactants are: [CH3:1][O:2][C:3](=[O:17])[C@:4]([NH2:16])([C:9]([O:11][C:12]([CH3:15])([CH3:14])[CH3:13])=[O:10])[CH2:5][C:6]([OH:8])=[O:7].C(N(CC)CC)C.[CH:25](O)([CH3:27])[CH3:26].C(Cl)CCl.C1C=CC2N(O)N=NC=2C=1. Given the product [CH3:1][O:2][C:3](=[O:17])[C@:4]([NH2:16])([C:9]([O:11][C:12]([CH3:13])([CH3:14])[CH3:15])=[O:10])[CH2:5][C:6]([O:8][CH:25]([CH3:27])[CH3:26])=[O:7], predict the reactants needed to synthesize it. (9) Given the product [C:32]([O:31][C:29]([NH:28][C@@H:20]([CH2:24][CH:25]([CH3:27])[CH3:26])[C:21]([O:1][NH:2][C:3]([NH2:5])=[O:4])=[O:22])=[O:30])([CH3:35])([CH3:34])[CH3:33], predict the reactants needed to synthesize it. The reactants are: [OH:1][NH:2][C:3]([NH2:5])=[O:4].CN1CCOCC1.FC1C=CC=C([C@@:20]([NH:28][C:29]([O:31][C:32]([CH3:35])([CH3:34])[CH3:33])=[O:30])([CH2:24][CH:25]([CH3:27])[CH3:26])[C:21]([O-])=[O:22])C=1.